From a dataset of Catalyst prediction with 721,799 reactions and 888 catalyst types from USPTO. Predict which catalyst facilitates the given reaction. (1) Reactant: [CH3:1][N:2]1[CH2:7][CH2:6][CH:5]([O:8][C:9]2[CH:14]=[CH:13][C:12]([C:15]3[CH:20]=[CH:19][CH:18]=[C:17]([NH2:21])[CH:16]=3)=[CH:11][CH:10]=2)[CH2:4][CH2:3]1.C(N([CH2:27][CH3:28])CC)C. Product: [CH3:1][N:2]1[CH2:3][CH2:4][CH:5]([O:8][C:9]2[CH:10]=[CH:11][C:12]([C:15]3[CH:20]=[CH:19][CH:18]=[C:17]([NH:21][C:9]([C:10]4[C:27]5[C:28](=[CH:3][CH:4]=[CH:5][CH:6]=5)[CH:13]=[CH:12][CH:11]=4)=[O:8])[CH:16]=3)=[CH:13][CH:14]=2)[CH2:6][CH2:7]1. The catalyst class is: 4. (2) Reactant: [Cl:1][C:2]1[CH:3]=[C:4]([CH:9]=[CH:10][CH:11]=1)[C:5]([NH:7][OH:8])=[NH:6].[CH:12]1([N:15]2[C:19]([CH2:20][CH:21]([CH3:25])[C:22](O)=O)=[CH:18][N:17]=[C:16]2[C:26]2[CH:31]=[CH:30][N:29]=[CH:28][CH:27]=2)[CH2:14][CH2:13]1.CCN=C=NCCCN(C)C.C1C=C2N=NN(O)C2=CC=1.O. Product: [Cl:1][C:2]1[CH:3]=[C:4]([C:5]2[N:6]=[C:22]([CH:21]([CH3:25])[CH2:20][C:19]3[N:15]([CH:12]4[CH2:14][CH2:13]4)[C:16]([C:26]4[CH:27]=[CH:28][N:29]=[CH:30][CH:31]=4)=[N:17][CH:18]=3)[O:8][N:7]=2)[CH:9]=[CH:10][CH:11]=1. The catalyst class is: 136.